Task: Predict which catalyst facilitates the given reaction.. Dataset: Catalyst prediction with 721,799 reactions and 888 catalyst types from USPTO (1) Reactant: [C:1]([O:12][CH2:13][CH2:14][O:15][C:16]1[CH:21]=[CH:20][C:19]([C:22]2[C:27]([C:28]#[N:29])=[C:26]([S:30][CH2:31][C:32]3[N:33]=[C:34]([C:37]4[CH:42]=[CH:41][C:40]([Cl:43])=[CH:39][CH:38]=4)[S:35][CH:36]=3)[N:25]=[C:24]([NH2:44])[C:23]=2[C:45]#[N:46])=[CH:18][CH:17]=1)(=[O:11])[CH2:2][CH2:3][C:4]([O:6]C(C)(C)C)=[O:5].FC(F)(F)C(O)=O. Product: [ClH:43].[NH2:44][C:24]1[C:23]([C:45]#[N:46])=[C:22]([C:19]2[CH:18]=[CH:17][C:16]([O:15][CH2:14][CH2:13][O:12][C:1](=[O:11])[CH2:2][CH2:3][C:4]([OH:6])=[O:5])=[CH:21][CH:20]=2)[C:27]([C:28]#[N:29])=[C:26]([S:30][CH2:31][C:32]2[N:33]=[C:34]([C:37]3[CH:38]=[CH:39][C:40]([Cl:43])=[CH:41][CH:42]=3)[S:35][CH:36]=2)[N:25]=1. The catalyst class is: 4. (2) Reactant: [Br:1][C:2]1[N:7]2[N:8]=[C:9]([NH2:11])[N:10]=[C:6]2[CH:5]=[CH:4][CH:3]=1.I[C:13]1[CH:18]=[CH:17][CH:16]=[CH:15][CH:14]=1.CC(C)([O-])C.[Na+].C1(P(C2C=CC=CC=2)C2C3OC4C(=CC=CC=4P(C4C=CC=CC=4)C4C=CC=CC=4)C(C)(C)C=3C=CC=2)C=CC=CC=1.O.[Cl-].[Na+].O. The catalyst class is: 12. Product: [Br:1][C:2]1[N:7]2[N:8]=[C:9]([NH:11][C:13]3[CH:18]=[CH:17][CH:16]=[CH:15][CH:14]=3)[N:10]=[C:6]2[CH:5]=[CH:4][CH:3]=1.